Dataset: Full USPTO retrosynthesis dataset with 1.9M reactions from patents (1976-2016). Task: Predict the reactants needed to synthesize the given product. (1) Given the product [Cl:2][C:3]1[CH:11]=[C:10]([Cl:12])[C:9]([C:13]2[CH:18]=[CH:17][C:16]([F:19])=[CH:15][N:14]=2)=[CH:8][C:4]=1[C:5]([NH:20][C:21]1[N:25]([C:26]2[CH:31]=[CH:30][CH:29]=[CH:28][CH:27]=2)[N:24]=[C:23]([C:32]([O:34][CH2:35][CH3:36])=[O:33])[CH:22]=1)=[O:7], predict the reactants needed to synthesize it. The reactants are: Cl.[Cl:2][C:3]1[CH:11]=[C:10]([Cl:12])[C:9]([C:13]2[CH:18]=[CH:17][C:16]([F:19])=[CH:15][N:14]=2)=[CH:8][C:4]=1[C:5]([OH:7])=O.[NH2:20][C:21]1[N:25]([C:26]2[CH:31]=[CH:30][CH:29]=[CH:28][CH:27]=2)[N:24]=[C:23]([C:32]([O:34][CH2:35][CH3:36])=[O:33])[CH:22]=1.C(N(C(C)C)CC)(C)C.C(=O)([O-])O.[Na+]. (2) Given the product [Br:1][C:2]1[C:11]2[C:6](=[CH:7][CH:8]=[CH:9][CH:10]=2)[N:5]=[C:4]([C:12]([OH:14])=[O:13])[CH:3]=1.[Br:1][C:2]1[C:11]2[C:6](=[CH:7][CH:8]=[CH:9][CH:10]=2)[N:5]=[C:4]([C:12]([NH:16][C@H:17]2[CH2:22][CH2:21][O:20][CH2:19][C@@H:18]2[OH:23])=[O:14])[CH:3]=1, predict the reactants needed to synthesize it. The reactants are: [Br:1][C:2]1[C:11]2[C:6](=[CH:7][CH:8]=[CH:9][CH:10]=2)[N:5]=[C:4]([C:12]([OH:14])=[O:13])[CH:3]=1.Cl.[NH2:16][C@H:17]1[CH2:22][CH2:21][O:20][CH2:19][C@@H:18]1[OH:23].CN([P+](ON1N=NC2C=CC=CC1=2)(N(C)C)N(C)C)C.F[P-](F)(F)(F)(F)F.C(N(CC)CC)C. (3) Given the product [CH3:1][O:2][C:3](=[O:16])[C:4]1[CH:9]=[C:8]([C:10]2[O:11][CH:12]=[CH:13][N:14]=2)[CH:7]=[C:6]([NH:15][C:24]([O:26][CH2:27][C:28]2[CH:33]=[CH:32][CH:31]=[CH:30][CH:29]=2)=[O:25])[CH:5]=1, predict the reactants needed to synthesize it. The reactants are: [CH3:1][O:2][C:3](=[O:16])[C:4]1[CH:9]=[C:8]([C:10]2[O:11][CH:12]=[CH:13][N:14]=2)[CH:7]=[C:6]([NH2:15])[CH:5]=1.C(=O)([O-])[O-].[Na+].[Na+].Cl[C:24]([O:26][CH2:27][C:28]1[CH:33]=[CH:32][CH:31]=[CH:30][CH:29]=1)=[O:25]. (4) Given the product [CH:1]1([C:7]([C:4]2[CH:5]=[CH:6][C:1]([CH3:7])=[CH:2][CH:3]=2)=[O:8])[CH2:6][CH2:5][CH2:4][CH2:3][CH2:2]1, predict the reactants needed to synthesize it. The reactants are: [CH:1]1([C:7](Cl)=[O:8])[CH2:6][CH2:5][CH2:4][CH2:3][CH2:2]1.[Cl-].[Cl-].[Cl-].[Al+3].O.